The task is: Predict the reactants needed to synthesize the given product.. This data is from Full USPTO retrosynthesis dataset with 1.9M reactions from patents (1976-2016). (1) Given the product [N:1]1[CH:6]=[CH:5][CH:4]=[CH:3][C:2]=1[C:7]([NH:9][C:19](=[O:20])[O:21][C:22]1[CH:27]=[CH:26][CH:25]=[CH:24][CH:23]=1)=[O:8], predict the reactants needed to synthesize it. The reactants are: [N:1]1[CH:6]=[CH:5][CH:4]=[CH:3][C:2]=1[C:7]([NH2:9])=[O:8].C([N-]C(C)C)(C)C.[Li+].Cl[C:19]([O:21][C:22]1[CH:27]=[CH:26][CH:25]=[CH:24][CH:23]=1)=[O:20]. (2) Given the product [NH2:8][C:9]1[O:17][C:16]2[C:11](=[N:12][CH:13]=[C:14]([CH2:18][CH3:19])[CH:15]=2)[C:10]=1[C:20]([NH:22][C:23]1[CH:24]=[N:25][CH:26]=[CH:27][C:28]=1[N:29]1[CH2:34][C@H:33]([C:35]([F:38])([F:37])[F:36])[CH2:32][C@H:31]([NH2:39])[CH2:30]1)=[O:21], predict the reactants needed to synthesize it. The reactants are: C(OC([NH:8][C:9]1[O:17][C:16]2[C:11](=[N:12][CH:13]=[C:14]([CH2:18][CH3:19])[CH:15]=2)[C:10]=1[C:20]([NH:22][C:23]1[CH:24]=[N:25][CH:26]=[CH:27][C:28]=1[N:29]1[CH2:34][C@H:33]([C:35]([F:38])([F:37])[F:36])[CH2:32][C@H:31]([NH:39]C(=O)OC(C)(C)C)[CH2:30]1)=[O:21])=O)(C)(C)C.Cl.O1CCOCC1. (3) Given the product [CH2:1]([C:11]1[CH:12]=[N:13][C:14]([C:17]2[CH:22]=[CH:21][C:20]([O:27][CH2:24][CH2:11][CH2:1][CH2:2][CH2:3][CH:33]=[CH2:34])=[CH:19][CH:18]=2)=[N:15][CH:16]=1)[CH2:2][CH2:3][CH2:4][CH2:5][CH2:6][CH2:7][CH2:8][CH2:9][CH3:10], predict the reactants needed to synthesize it. The reactants are: [CH2:1]([C:11]1[CH:12]=[N:13][C:14]([C:17]2[CH:22]=[CH:21][C:20](O)=[CH:19][CH:18]=2)=[N:15][CH:16]=1)[CH2:2][CH2:3][CH2:4][CH2:5][CH2:6][CH2:7][CH2:8][CH2:9][CH3:10].[C:24]([O-:27])([O-])=O.[Cs+].[Cs+].CCO[CH2:33][CH3:34]. (4) Given the product [Cl:4][C:5]1[CH:6]=[C:7]2[C:11](=[CH:12][CH:13]=1)[NH:10][C:9](=[O:14])[C:8]2([CH2:24][C:25]([OH:27])=[O:26])[C:15]1[C:16]([O:21][CH2:22][CH3:23])=[N:17][CH:18]=[CH:19][CH:20]=1, predict the reactants needed to synthesize it. The reactants are: O.[OH-].[Na+].[Cl:4][C:5]1[CH:6]=[C:7]2[C:11](=[CH:12][CH:13]=1)[NH:10][C:9](=[O:14])[C:8]2([CH2:24][C:25]([O:27]C)=[O:26])[C:15]1[C:16]([O:21][CH2:22][CH3:23])=[N:17][CH:18]=[CH:19][CH:20]=1.Cl. (5) Given the product [CH2:23]([N:30]1[CH2:35][CH2:34][C:33]2([C:2]3[CH:10]=[CH:9][C:8]([F:11])=[CH:7][C:3]=3[C:4](=[O:5])[O:6]2)[CH2:32][CH2:31]1)[C:24]1[CH:29]=[CH:28][CH:27]=[CH:26][CH:25]=1, predict the reactants needed to synthesize it. The reactants are: Br[C:2]1[CH:10]=[CH:9][C:8]([F:11])=[CH:7][C:3]=1[C:4]([OH:6])=[O:5].C([Li])CCC.CCCCCC.[CH2:23]([N:30]1[CH2:35][CH2:34][C:33](=O)[CH2:32][CH2:31]1)[C:24]1[CH:29]=[CH:28][CH:27]=[CH:26][CH:25]=1. (6) Given the product [Si:9]([O:16][CH2:17][CH2:18][N:19]([C:7]#[N:6])[C:20]1[CH:21]=[CH:22][C:23]([N:26]2[CH2:30][C@H:29]([CH2:31][NH:32][C:33]([C:35]3[S:36][C:37]([Cl:40])=[CH:38][CH:39]=3)=[O:34])[O:28][C:27]2=[O:41])=[CH:24][CH:25]=1)([C:12]([CH3:15])([CH3:13])[CH3:14])([CH3:10])[CH3:11], predict the reactants needed to synthesize it. The reactants are: C(=O)(O)[O-].[Na+].[N:6]#[C:7]Br.[Si:9]([O:16][CH2:17][CH2:18][NH:19][C:20]1[CH:25]=[CH:24][C:23]([N:26]2[CH2:30][C@H:29]([CH2:31][NH:32][C:33]([C:35]3[S:36][C:37]([Cl:40])=[CH:38][CH:39]=3)=[O:34])[O:28][C:27]2=[O:41])=[CH:22][CH:21]=1)([C:12]([CH3:15])([CH3:14])[CH3:13])([CH3:11])[CH3:10].O. (7) Given the product [F:11][C:12]1[C:17]([O:10][C:5]2[CH:6]=[CH:7][CH:8]=[CH:9][C:4]=2[CH:1]([CH3:3])[CH3:2])=[C:16]([F:19])[C:15]([F:20])=[C:14]([F:21])[C:13]=1[F:22], predict the reactants needed to synthesize it. The reactants are: [CH:1]([C:4]1[CH:9]=[CH:8][CH:7]=[CH:6][C:5]=1[OH:10])([CH3:3])[CH3:2].[F:11][C:12]1[C:17](F)=[C:16]([F:19])[C:15]([F:20])=[C:14]([F:21])[C:13]=1[F:22].[OH-].[K+].CS(C)=O. (8) The reactants are: [CH2:1]([O:3][C:4]([C:6]1[C:7](=[O:17])[NH:8][C:9]2[C:14]([C:15]=1Cl)=[CH:13][N:12]=[CH:11][CH:10]=2)=[O:5])[CH3:2].[N:18]1([C:24]([C:26]2[S:27][CH:28]=[CH:29][CH:30]=2)=[O:25])[CH2:23][CH2:22][NH:21][CH2:20][CH2:19]1. Given the product [CH2:1]([O:3][C:4]([C:6]1[C:7](=[O:17])[NH:8][C:9]2[C:14]([C:15]=1[N:21]1[CH2:22][CH2:23][N:18]([C:24]([C:26]3[S:27][CH:28]=[CH:29][CH:30]=3)=[O:25])[CH2:19][CH2:20]1)=[CH:13][N:12]=[CH:11][CH:10]=2)=[O:5])[CH3:2], predict the reactants needed to synthesize it. (9) Given the product [CH:1]1([CH2:6][C@H:7]([C@H:11]2[C:12](=[O:14])[O:13][C:18]([CH3:20])([CH3:19])[O:15]2)[C:8]([OH:10])=[O:9])[CH2:5][CH2:4][CH2:3][CH2:2]1, predict the reactants needed to synthesize it. The reactants are: [CH:1]1([CH2:6][C@H:7]([C@H:11]([OH:15])[C:12]([OH:14])=[O:13])[C:8]([OH:10])=[O:9])[CH2:5][CH2:4][CH2:3][CH2:2]1.CO[C:18](OC)([CH3:20])[CH3:19].